Predict the product of the given reaction. From a dataset of Forward reaction prediction with 1.9M reactions from USPTO patents (1976-2016). (1) The product is: [O:1]=[C:2]1[N:6]([CH:7]2[CH2:12][CH2:11][N:10]([CH2:13][C:14]([OH:16])=[O:15])[CH2:9][CH2:8]2)[C:5]2[CH:19]=[CH:20][CH:21]=[CH:22][C:4]=2[NH:3]1. Given the reactants [O:1]=[C:2]1[N:6]([CH:7]2[CH2:12][CH2:11][N:10]([CH2:13][C:14]([O:16]CC)=[O:15])[CH2:9][CH2:8]2)[C:5]2[CH:19]=[CH:20][CH:21]=[CH:22][C:4]=2[NH:3]1.[OH-].[Na+].Cl, predict the reaction product. (2) Given the reactants C(Cl)Cl.[C:4]([C:8]1[CH:9]=[C:10]([OH:14])[CH:11]=[CH:12][CH:13]=1)([CH3:7])([CH3:6])[CH3:5].[N+:15]([C:18]1[CH:23]=[CH:22][C:21]([O:24][C:25](=O)[O:26]C2C=CC([N+]([O-])=O)=CC=2)=[CH:20][CH:19]=1)([O-:17])=[O:16], predict the reaction product. The product is: [C:25](=[O:26])([O:24][C:21]1[CH:20]=[CH:19][C:18]([N+:15]([O-:17])=[O:16])=[CH:23][CH:22]=1)[O:14][C:10]1[CH:11]=[CH:12][CH:13]=[C:8]([C:4]([CH3:7])([CH3:5])[CH3:6])[CH:9]=1.